From a dataset of Tyrosyl-DNA phosphodiesterase HTS with 341,365 compounds. Binary Classification. Given a drug SMILES string, predict its activity (active/inactive) in a high-throughput screening assay against a specified biological target. (1) The molecule is O(C(=O)c1[nH]c(nc1N)C(OCC)=O)CC. The result is 0 (inactive). (2) The compound is O=C(NCCC)C(NC(=O)c1ccccc1)Cc1ccccc1. The result is 0 (inactive). (3) The molecule is Clc1c(S(=O)(=O)NCCC(OCc2oc(nn2)c2c(Cl)cccc2)=O)cccc1. The result is 0 (inactive). (4) The molecule is Brc1cc(C2c3c(NC(=O)C2)cc2c(CCC2)c3)ccc1. The result is 0 (inactive). (5) The drug is S1(=O)(=O)CC2N(C(/SC2C1)=N/C(=O)C1CCCCC1)c1c(F)cccc1. The result is 0 (inactive). (6) The result is 0 (inactive). The compound is O=C(NCc1ccccc1)C1CCCN(C1)c1nccnc1. (7) The compound is s1n(c(=O)c2c1cccc2)c1ccccc1. The result is 0 (inactive).